From a dataset of Catalyst prediction with 721,799 reactions and 888 catalyst types from USPTO. Predict which catalyst facilitates the given reaction. (1) Reactant: F[C:2]1[CH:7]=[C:6]([C:8]2[CH:13]=[CH:12][N:11]=[C:10]([S:14][CH3:15])[N:9]=2)[CH:5]=[CH:4][N:3]=1.[OH-:16].[Na+]. Product: [CH3:15][S:14][C:10]1[N:9]=[C:8]([C:6]2[CH:5]=[CH:4][NH:3][C:2](=[O:16])[CH:7]=2)[CH:13]=[CH:12][N:11]=1. The catalyst class is: 33. (2) Reactant: [C:1]([O:5][C:6]([CH:8]([CH2:18][CH2:19][O:20][CH3:21])[CH2:9][C:10]1([C:15]([OH:17])=[O:16])[CH2:14][CH2:13][CH2:12][CH2:11]1)=[O:7])([CH3:4])([CH3:3])[CH3:2].[CH3:22][C@H:23]([NH:32][CH3:33])[C@@H:24]([OH:31])[C:25]1[CH:30]=[CH:29][CH:28]=[CH:27][CH:26]=1. Product: [C:1]([O:5][C:6]([C@H:8]([CH2:18][CH2:19][O:20][CH3:21])[CH2:9][C:10]1([C:15]([O-:17])=[O:16])[CH2:14][CH2:13][CH2:12][CH2:11]1)=[O:7])([CH3:3])([CH3:2])[CH3:4].[OH:31][C@@H:24]([C:25]1[CH:30]=[CH:29][CH:28]=[CH:27][CH:26]=1)[C@@H:23]([NH2+:32][CH3:33])[CH3:22]. The catalyst class is: 194. (3) Reactant: [OH-:1].[K+].[NH2:3]O.Cl.[F:6][C:7]1[CH:8]=[CH:9][C:10]([N:13]([CH2:23][C:24]2[CH:33]=[CH:32][C:27]([C:28]([O:30]C)=O)=[CH:26][CH:25]=2)[C:14]2[S:18][N:17]=[C:16]([C:19]([F:22])([F:21])[F:20])[N:15]=2)=[N:11][CH:12]=1. Product: [NH2:3][OH:1].[F:6][C:7]1[CH:8]=[CH:9][C:10]([N:13]([CH2:23][C:24]2[CH:33]=[CH:32][C:27]([C:28]([NH:3][OH:1])=[O:30])=[CH:26][CH:25]=2)[C:14]2[S:18][N:17]=[C:16]([C:19]([F:20])([F:21])[F:22])[N:15]=2)=[N:11][CH:12]=1. The catalyst class is: 5. (4) Reactant: FC(F)(F)C(O)=O.[I:8][C:9]1[C:17]2[C:12](=[CH:13][CH:14]=[C:15]([NH2:18])[CH:16]=2)[NH:11][N:10]=1.[CH:19]([O:22][CH:23]([C:27]1[CH:32]=[CH:31][CH:30]=[CH:29][CH:28]=1)[C:24](O)=[O:25])([CH3:21])[CH3:20].CN(C(ON1N=NC2C=CC=CC1=2)=[N+](C)C)C.[B-](F)(F)(F)F.CCN(C(C)C)C(C)C.CO[Na]. Product: [I:8][C:9]1[C:17]2[C:12](=[CH:13][CH:14]=[C:15]([NH:18][C:24](=[O:25])[CH:23]([O:22][CH:19]([CH3:20])[CH3:21])[C:27]3[CH:32]=[CH:31][CH:30]=[CH:29][CH:28]=3)[CH:16]=2)[NH:11][N:10]=1. The catalyst class is: 3. (5) Reactant: C([O:3][C:4](=[O:15])[CH2:5][C@@H:6]([CH2:11][N+:12]([O-])=O)[CH2:7][CH:8]([CH3:10])[CH3:9])C.C([O-])=O.[NH4+]. Product: [CH3:10][CH:8]([CH2:7][C@H:6]([CH2:11][NH2:12])[CH2:5][C:4]([OH:15])=[O:3])[CH3:9]. The catalyst class is: 19. (6) Reactant: [C-:1]#[N:2].[K+].CS(O[CH2:9][C:10](=[O:30])[CH2:11][O:12][Si:13]([C:26]([CH3:29])([CH3:28])[CH3:27])([C:20]1[CH:25]=[CH:24][CH:23]=[CH:22][CH:21]=1)[C:14]1[CH:19]=[CH:18][CH:17]=[CH:16][CH:15]=1)(=O)=O.O. Product: [Si:13]([O:12][CH2:11][C:10](=[O:30])[CH2:9][C:1]#[N:2])([C:26]([CH3:29])([CH3:27])[CH3:28])([C:14]1[CH:15]=[CH:16][CH:17]=[CH:18][CH:19]=1)[C:20]1[CH:21]=[CH:22][CH:23]=[CH:24][CH:25]=1. The catalyst class is: 16. (7) Reactant: [NH2:1][C:2]1[CH:7]=[N:6][CH:5]=[CH:4][N:3]=1.[CH3:8][C:9]1[CH:14]=[CH:13][CH:12]=[C:11]([CH3:15])[C:10]=1[N+:16]#[C-:17].[CH3:18][O:19][C:20]1[CH:27]=[CH:26][CH:25]=[CH:24][C:21]=1[CH:22]=O. Product: [CH3:8][C:9]1[CH:14]=[CH:13][CH:12]=[C:11]([CH3:15])[C:10]=1[NH:16][C:17]1[N:3]2[CH:4]=[CH:5][N:6]=[CH:7][C:2]2=[N:1][C:22]=1[C:21]1[CH:24]=[CH:25][CH:26]=[CH:27][C:20]=1[O:19][CH3:18]. The catalyst class is: 519.